This data is from Forward reaction prediction with 1.9M reactions from USPTO patents (1976-2016). The task is: Predict the product of the given reaction. (1) Given the reactants Cl[C:2]([O:4][C:5]1[CH:10]=[CH:9][C:8]([N+:11]([O-:13])=[O:12])=[CH:7][CH:6]=1)=[O:3].[C@@H:14]1([N:22]2[CH:30]=[C:28]([CH3:29])[C:26](=[O:27])[NH:25][C:23]2=[O:24])[O:21][C@H:18]([CH2:19][OH:20])[C@@H:16]([OH:17])[CH2:15]1.CO, predict the reaction product. The product is: [N+:11]([C:8]1[CH:9]=[CH:10][C:5]([O:4][C:2]([O:20][CH2:19][C@H:18]2[O:21][C@@H:14]([N:22]3[CH:30]=[C:28]([CH3:29])[C:26](=[O:27])[NH:25][C:23]3=[O:24])[CH2:15][C@@H:16]2[OH:17])=[O:3])=[CH:6][CH:7]=1)([O-:13])=[O:12]. (2) The product is: [F:27][C:28]1[CH:29]=[C:30]([C:2]2[C:7](=[O:8])[N:6]3[C:9]([CH3:13])=[CH:10][CH:11]=[CH:12][C:5]3=[N:4][C:3]=2[CH:14]([NH:17][C:18]2[N:26]=[CH:25][N:24]=[C:23]3[C:19]=2[N:20]=[CH:21][NH:22]3)[CH2:15][CH3:16])[CH:31]=[N:32][CH:33]=1. Given the reactants I[C:2]1[C:7](=[O:8])[N:6]2[C:9]([CH3:13])=[CH:10][CH:11]=[CH:12][C:5]2=[N:4][C:3]=1[CH:14]([NH:17][C:18]1[N:26]=[CH:25][N:24]=[C:23]2[C:19]=1[N:20]=[CH:21][NH:22]2)[CH2:15][CH3:16].[F:27][C:28]1[CH:29]=[C:30](B(O)O)[CH:31]=[N:32][CH:33]=1.C(=O)([O-])[O-].[Na+].[Na+], predict the reaction product.